From a dataset of Reaction yield outcomes from USPTO patents with 853,638 reactions. Predict the reaction yield, written as a fraction of the theoretical maximum amount of product (1.0 means a 100% yield; for example, 0.34 means a 34% yield). (1) The reactants are [CH3:1][O:2][C:3]([NH:5][C@H:6]([C:10]([N:12]1[C@@H:16]([CH3:17])[CH2:15][CH2:14][C@H:13]1[C:18]1[NH:22][C:21]2[C:23]3[C:28]([CH:29]=[CH:30][C:20]=2[N:19]=1)=[CH:27][C:26]1[C:31]2[C:36]([CH2:37][O:38][C:25]=1[CH:24]=3)=[CH:35][C:34]([C:39]1[NH:43][C:42]([C@@H:44]3[CH2:48][C@H:47]([CH3:49])[CH2:46][N:45]3C(OC(C)(C)C)=O)=[N:41][CH:40]=1)=[CH:33][CH:32]=2)=[O:11])[CH:7]([CH3:9])[CH3:8])=[O:4].CO[C@H:59]([CH3:69])[C@H:60]([NH:64][C:65]([O:67][CH3:68])=[O:66])[C:61]([OH:63])=O.[CH3:70]N(C(ON1N=NC2C=CC=NC1=2)=[N+](C)C)C.F[P-](F)(F)(F)(F)F.CN1CCOCC1. The catalyst is Cl.CCO.CN(C=O)C. The product is [CH3:68][O:67][C:65]([NH:64][C@@H:60]([CH:59]([CH3:69])[CH3:70])[C:61]([N:45]1[CH2:46][C@@H:47]([CH3:49])[CH2:48][C@H:44]1[C:42]1[NH:43][C:39]([C:34]2[CH:35]=[C:36]3[CH2:37][O:38][C:25]4[CH:24]=[C:23]5[C:28]([CH:29]=[CH:30][C:20]6[N:19]=[C:18]([C@@H:13]7[CH2:14][CH2:15][C@H:16]([CH3:17])[N:12]7[C:10](=[O:11])[C@@H:6]([NH:5][C:3](=[O:4])[O:2][CH3:1])[CH:7]([CH3:9])[CH3:8])[NH:22][C:21]=65)=[CH:27][C:26]=4[C:31]3=[CH:32][CH:33]=2)=[CH:40][N:41]=1)=[O:63])=[O:66]. The yield is 0.350. (2) The reactants are [C:1]([N:3]1[CH2:8][CH2:7][N:6]([C:9]([O:11][C:12]([CH3:15])([CH3:14])[CH3:13])=[O:10])[CH2:5][CH2:4]1)#[N:2].[NH2:16][OH:17]. The catalyst is CCO. The product is [OH:17][NH:16][C:1](=[NH:2])[N:3]1[CH2:4][CH2:5][N:6]([C:9]([O:11][C:12]([CH3:14])([CH3:13])[CH3:15])=[O:10])[CH2:7][CH2:8]1. The yield is 0.800. (3) The reactants are [F:1][C:2]1[CH:10]=[C:9]([F:11])[CH:8]=[C:7]([F:12])[C:3]=1[C:4]([OH:6])=O.C(Cl)(=O)C(Cl)=O.[NH2:19][C:20]1[C:21]([O:50][CH3:51])=[C:22]([CH:47]=[CH:48][CH:49]=1)[C:23]([NH:25][C:26]1[C:31]([Cl:32])=[CH:30][C:29]([C:33]([F:45])([C:41]([F:44])([F:43])[F:42])[C:34]([F:40])([F:39])[C:35]([F:38])([F:37])[F:36])=[CH:28][C:27]=1[Br:46])=[O:24].N1C=CC=CC=1.C(=O)([O-])O.[Na+]. The catalyst is ClCCl.O1CCCC1.CN(C)C=O. The product is [Br:46][C:27]1[CH:28]=[C:29]([C:33]([F:45])([C:41]([F:44])([F:42])[F:43])[C:34]([F:39])([F:40])[C:35]([F:36])([F:37])[F:38])[CH:30]=[C:31]([Cl:32])[C:26]=1[NH:25][C:23]([C:22]1[C:21]([O:50][CH3:51])=[C:20]([NH:19][C:4](=[O:6])[C:3]2[C:7]([F:12])=[CH:8][C:9]([F:11])=[CH:10][C:2]=2[F:1])[CH:49]=[CH:48][CH:47]=1)=[O:24]. The yield is 0.990. (4) The reactants are [Br:1][C:2]1[CH:3]=[C:4]([OH:8])[CH:5]=[N:6][CH:7]=1.C(=O)([O-])[O-].[K+].[K+].Cl[C:16]([F:21])([F:20])C(O)=O.O. The catalyst is CN(C=O)C.C(OCC)(=O)C. The product is [Br:1][C:2]1[CH:7]=[N:6][CH:5]=[C:4]([O:8][CH:16]([F:21])[F:20])[CH:3]=1. The yield is 0.170. (5) The reactants are [CH:1]1([C:4]2[C:5]([C:28]3[C:36]4[C:31](=[CH:32][CH:33]=[CH:34][CH:35]=4)[N:30]([S:37]([C:40]4[CH:45]=[CH:44][CH:43]=[CH:42][CH:41]=4)(=[O:39])=[O:38])[CH:29]=3)=[N:6][C:7]([NH:10][C@@H:11]3[CH2:16][CH2:15][CH2:14][C@H:13]([NH:17]C(=O)OCC4C=CC=CC=4)[CH2:12]3)=[N:8][CH:9]=2)[CH2:3][CH2:2]1. The catalyst is CO.[Pd]. The product is [CH:1]1([C:4]2[C:5]([C:28]3[C:36]4[C:31](=[CH:32][CH:33]=[CH:34][CH:35]=4)[N:30]([S:37]([C:40]4[CH:45]=[CH:44][CH:43]=[CH:42][CH:41]=4)(=[O:38])=[O:39])[CH:29]=3)=[N:6][C:7]([NH:10][C@@H:11]3[CH2:16][CH2:15][CH2:14][C@H:13]([NH2:17])[CH2:12]3)=[N:8][CH:9]=2)[CH2:2][CH2:3]1. The yield is 0.750. (6) The reactants are Cl[C:2]1[N:7]=[C:6]([NH:8][C:9]2[CH:14]=[CH:13][C:12]([O:15][CH3:16])=[CH:11][CH:10]=2)[C:5]([N+:17]([O-:19])=[O:18])=[CH:4][N:3]=1.[NH2:20][C:21]1[CH:22]=[N:23][N:24]([CH:26]2[CH2:31][CH2:30][N:29]([C:32]([O:34][C:35]([CH3:38])([CH3:37])[CH3:36])=[O:33])[CH2:28][CH2:27]2)[CH:25]=1.CCN(C(C)C)C(C)C. The catalyst is O1CCOCC1. The product is [C:35]([O:34][C:32]([N:29]1[CH2:28][CH2:27][CH:26]([N:24]2[CH:25]=[C:21]([NH:20][C:2]3[N:7]=[C:6]([NH:8][C:9]4[CH:14]=[CH:13][C:12]([O:15][CH3:16])=[CH:11][CH:10]=4)[C:5]([N+:17]([O-:19])=[O:18])=[CH:4][N:3]=3)[CH:22]=[N:23]2)[CH2:31][CH2:30]1)=[O:33])([CH3:38])([CH3:36])[CH3:37]. The yield is 0.200.